Dataset: Forward reaction prediction with 1.9M reactions from USPTO patents (1976-2016). Task: Predict the product of the given reaction. (1) Given the reactants [CH3:1][O-:2].[Na+].Br[C:5]1[N:6]([CH3:26])[C:7]([C:16]2[S:17][C:18]3[N:19]=[CH:20][N:21]=[C:22]([NH2:25])[C:23]=3[N:24]=2)=[C:8]([C:10]2[CH:15]=[CH:14][CH:13]=[CH:12][CH:11]=2)[N:9]=1, predict the reaction product. The product is: [CH3:1][O:2][C:5]1[N:6]([CH3:26])[C:7]([C:16]2[S:17][C:18]3[N:19]=[CH:20][N:21]=[C:22]([NH2:25])[C:23]=3[N:24]=2)=[C:8]([C:10]2[CH:15]=[CH:14][CH:13]=[CH:12][CH:11]=2)[N:9]=1. (2) Given the reactants [CH:1]([C:3]1[CH:4]([C:8]([OH:10])=[O:9])[CH2:5][CH2:6][CH:7]=1)=[O:2].Br[CH2:12][CH2:13][CH2:14][C:15]1[CH:20]=[CH:19][CH:18]=[CH:17][CH:16]=1, predict the reaction product. The product is: [OH:2][CH:1]([C:3]1[CH:4]([C:8]([OH:10])=[O:9])[CH2:5][CH2:6][CH:7]=1)[CH2:12][CH2:13][CH2:14][C:15]1[CH:20]=[CH:19][CH:18]=[CH:17][CH:16]=1.